From a dataset of Reaction yield outcomes from USPTO patents with 853,638 reactions. Predict the reaction yield, written as a fraction of the theoretical maximum amount of product (1.0 means a 100% yield; for example, 0.34 means a 34% yield). (1) The reactants are [CH3:1][Si:2]([CH3:18])([CH3:17])[CH2:3][CH2:4][O:5][CH2:6][N:7]1[C:15]2[C:10](=[N:11][CH:12]=[C:13](Br)[CH:14]=2)[CH:9]=[N:8]1.[NH3:19]. The catalyst is O.O.O.O.O.S([O-])([O-])(=O)=O.[Cu+2]. The product is [CH3:1][Si:2]([CH3:18])([CH3:17])[CH2:3][CH2:4][O:5][CH2:6][N:7]1[C:15]2[C:10](=[N:11][CH:12]=[C:13]([NH2:19])[CH:14]=2)[CH:9]=[N:8]1. The yield is 0.348. (2) The reactants are [N+:1]([C:4]1[CH:5]=[CH:6][CH:7]=[C:8]2[C:13]=1[N:12]=[CH:11][C:10]([S:14]([C:17]1[CH:22]=[CH:21][CH:20]=[CH:19][CH:18]=1)(=[O:16])=[O:15])=[CH:9]2)([O-])=O. The catalyst is C(O)(=O)C.[Fe]. The product is [C:17]1([S:14]([C:10]2[CH:11]=[N:12][C:13]3[C:8]([CH:9]=2)=[CH:7][CH:6]=[CH:5][C:4]=3[NH2:1])(=[O:15])=[O:16])[CH:18]=[CH:19][CH:20]=[CH:21][CH:22]=1. The yield is 0.960. (3) The reactants are [F:1][C:2]1[C:10]([O:11][C:12]2[C:17]3=[C:18]([CH3:26])[C:19]([O:21][CH2:22][CH:23]4[CH2:25][O:24]4)=[CH:20][N:16]3[N:15]=[CH:14][N:13]=2)=[CH:9][CH:8]=[C:7]2[C:3]=1[CH:4]=[C:5]([CH3:27])[NH:6]2.[CH3:28][S:29]([O-:31])=[O:30].[Na+]. The catalyst is CS(C)=O. The product is [F:1][C:2]1[C:10]([O:11][C:12]2[C:17]3=[C:18]([CH3:26])[C:19]([O:21][CH2:22][CH:23]([OH:24])[CH2:25][S:29]([CH3:28])(=[O:31])=[O:30])=[CH:20][N:16]3[N:15]=[CH:14][N:13]=2)=[CH:9][CH:8]=[C:7]2[C:3]=1[CH:4]=[C:5]([CH3:27])[NH:6]2. The yield is 0.450. (4) The reactants are [CH2:1]([N:8]1[C:12](=[O:13])[N:11]([C:14]2[CH:15]=[N:16][N:17]([CH2:19][C:20]3[C:21]([CH3:26])=[N:22][O:23][C:24]=3[CH3:25])[CH:18]=2)[C:10](=[O:27])[NH:9]1)[C:2]1[CH:7]=[CH:6][CH:5]=[CH:4][CH:3]=1.Br[CH2:29][CH3:30].C(=O)([O-])[O-].[Cs+].[Cs+]. The catalyst is CN(C=O)C.[Cl-].[Na+].O. The product is [CH2:1]([N:8]1[C:12](=[O:13])[N:11]([C:14]2[CH:15]=[N:16][N:17]([CH2:19][C:20]3[C:21]([CH3:26])=[N:22][O:23][C:24]=3[CH3:25])[CH:18]=2)[C:10](=[O:27])[N:9]1[CH2:29][CH3:30])[C:2]1[CH:3]=[CH:4][CH:5]=[CH:6][CH:7]=1. The yield is 0.370. (5) The product is [CH2:1]([O:8][C:9](=[O:27])[C@@H:10]([C:23]([CH3:24])([CH3:26])[CH3:25])[N:11]([CH2:35][CH2:36][CH:37]([CH3:39])[CH3:38])[S:12]([C:15]1[CH:20]=[CH:19][CH:18]=[C:17]([O:21][CH3:22])[CH:16]=1)(=[O:14])=[O:13])[C:2]1[CH:3]=[CH:4][CH:5]=[CH:6][CH:7]=1. The yield is 0.650. The catalyst is CN(C=O)C. The reactants are [CH2:1]([O:8][C:9](=[O:27])[C@@H:10]([C:23]([CH3:26])([CH3:25])[CH3:24])[NH:11][S:12]([C:15]1[CH:20]=[CH:19][CH:18]=[C:17]([O:21][CH3:22])[CH:16]=1)(=[O:14])=[O:13])[C:2]1[CH:7]=[CH:6][CH:5]=[CH:4][CH:3]=1.C([O-])([O-])=O.[K+].[K+].I[CH2:35][CH2:36][CH:37]([CH3:39])[CH3:38].Cl. (6) The reactants are [C:1]([CH2:3]P(=O)(OCC)OCC)#[N:2].CC(C)([O-])C.[K+].[CH2:18]([O:20][CH:21]([O:29][CH2:30][CH3:31])[C:22]1[S:26][CH:25]=[C:24]([CH:27]=O)[CH:23]=1)[CH3:19]. The catalyst is C1COCC1. The product is [CH2:18]([O:20][CH:21]([O:29][CH2:30][CH3:31])[C:22]1[S:26][CH:25]=[C:24](/[CH:27]=[CH:3]/[C:1]#[N:2])[CH:23]=1)[CH3:19]. The yield is 0.849.